From a dataset of Forward reaction prediction with 1.9M reactions from USPTO patents (1976-2016). Predict the product of the given reaction. (1) Given the reactants [CH2:1]([N:8]1[CH2:13][CH2:12][NH:11][CH:10]([C:14](OCC)=[O:15])[C:9]1=O)[C:2]1[CH:7]=[CH:6][CH:5]=[CH:4][CH:3]=1.[H-].[Al+3].[Li+].[H-].[H-].[H-], predict the reaction product. The product is: [CH2:1]([N:8]1[CH2:13][CH2:12][NH:11][CH:10]([CH2:14][OH:15])[CH2:9]1)[C:2]1[CH:3]=[CH:4][CH:5]=[CH:6][CH:7]=1. (2) The product is: [C:3]([C:5]1[CH:14]=[CH:13][C:8]([C:9]([O:11][CH3:12])=[O:10])=[CH:7][C:6]=1[O:15][CH3:18])#[N:4]. Given the reactants [H-].[Na+].[C:3]([C:5]1[CH:14]=[CH:13][C:8]([C:9]([O:11][CH3:12])=[O:10])=[CH:7][C:6]=1[OH:15])#[N:4].IC.[CH3:18]COC(C)=O.O, predict the reaction product.